From a dataset of hERG potassium channel inhibition data for cardiac toxicity prediction from Karim et al.. Regression/Classification. Given a drug SMILES string, predict its toxicity properties. Task type varies by dataset: regression for continuous values (e.g., LD50, hERG inhibition percentage) or binary classification for toxic/non-toxic outcomes (e.g., AMES mutagenicity, cardiotoxicity, hepatotoxicity). Dataset: herg_karim. (1) The drug is CO[C@@H]1COCC[C@@H]1N(C)[C@@H]1CC[C@@](C(=O)N2CCN(c3cc(C(F)(F)F)ccn3)CC2)(C(C)C)C1. The result is 0 (non-blocker). (2) The drug is Cc1ccc(COC(=O)N2CCC(CN(C)c3ncccn3)CC2)cc1. The result is 0 (non-blocker). (3) The molecule is O=C(Cc1ccc(-n2cnnn2)cc1)N1CCN(CCc2ccc3nonc3c2)CC1. The result is 1 (blocker). (4) The compound is O=C(CNc1nccc2ccc(C(F)(F)F)cc12)NC1CN([C@H]2CC[C@@](O)(c3cncs3)CC2)C1. The result is 0 (non-blocker). (5) The molecule is OC(Cc1cccnc1-c1cccc(C(F)(F)F)c1)(c1cccnc1F)c1cccnc1F. The result is 0 (non-blocker). (6) The molecule is CC(C)(C)OC(=O)Nc1ccc(-c2cc(C(=O)NCCCCCCC(=O)NO)no2)cc1. The result is 0 (non-blocker).